Dataset: Catalyst prediction with 721,799 reactions and 888 catalyst types from USPTO. Task: Predict which catalyst facilitates the given reaction. Reactant: C([O:8][C:9]1[C:10](=[O:27])[N:11]([CH3:26])[CH:12]=[C:13]([N:15]2[CH:19]=[CH:18][C:17]([C:20]3[CH:25]=[CH:24][CH:23]=[CH:22][CH:21]=3)=[N:16]2)[CH:14]=1)C1C=CC=CC=1. Product: [OH:8][C:9]1[C:10](=[O:27])[N:11]([CH3:26])[CH:12]=[C:13]([N:15]2[CH:19]=[CH:18][C:17]([C:20]3[CH:25]=[CH:24][CH:23]=[CH:22][CH:21]=3)=[N:16]2)[CH:14]=1. The catalyst class is: 19.